Dataset: CYP2C19 inhibition data for predicting drug metabolism from PubChem BioAssay. Task: Regression/Classification. Given a drug SMILES string, predict its absorption, distribution, metabolism, or excretion properties. Task type varies by dataset: regression for continuous measurements (e.g., permeability, clearance, half-life) or binary classification for categorical outcomes (e.g., BBB penetration, CYP inhibition). Dataset: cyp2c19_veith. The drug is CC(C)NC(=O)N1CCC2(CC1)CCN(C(=O)c1cccc(F)c1)CC2. The result is 0 (non-inhibitor).